Dataset: Full USPTO retrosynthesis dataset with 1.9M reactions from patents (1976-2016). Task: Predict the reactants needed to synthesize the given product. Given the product [N:10]1[C:3]([C:4]([O:6][CH2:7][CH3:8])=[O:5])=[CH:2][N:12]2[CH:13]=[CH:14][N:15]=[CH:16][C:11]=12, predict the reactants needed to synthesize it. The reactants are: Br[CH2:2][C:3](=O)[C:4]([O:6][CH2:7][CH3:8])=[O:5].[NH2:10][C:11]1[CH:16]=[N:15][CH:14]=[CH:13][N:12]=1.